From a dataset of Forward reaction prediction with 1.9M reactions from USPTO patents (1976-2016). Predict the product of the given reaction. (1) Given the reactants [Cl-].O[NH3+:3].[C:4](=[O:7])([O-])[OH:5].[Na+].CS(C)=O.[CH2:13]([C:17]1[N:18]=[C:19]([CH3:47])[N:20]([CH:39]([C:41]2[CH:46]=[CH:45][CH:44]=[CH:43][CH:42]=2)[CH3:40])[C:21](=[O:38])[C:22]=1[CH2:23][C:24]1[CH:29]=[CH:28][C:27]([C:30]2[C:31]([C:36]#[N:37])=[CH:32][CH:33]=[CH:34][CH:35]=2)=[CH:26][CH:25]=1)[CH2:14][CH2:15][CH3:16], predict the reaction product. The product is: [CH2:13]([C:17]1[N:18]=[C:19]([CH3:47])[N:20]([CH:39]([C:41]2[CH:42]=[CH:43][CH:44]=[CH:45][CH:46]=2)[CH3:40])[C:21](=[O:38])[C:22]=1[CH2:23][C:24]1[CH:29]=[CH:28][C:27]([C:30]2[CH:35]=[CH:34][CH:33]=[CH:32][C:31]=2[C:36]2[NH:3][C:4](=[O:7])[O:5][N:37]=2)=[CH:26][CH:25]=1)[CH2:14][CH2:15][CH3:16]. (2) Given the reactants [NH:1]1[CH2:6][CH2:5][CH:4]([N:7]2[C:12](=[O:13])[CH2:11][O:10][C@H:9]3[CH2:14][CH2:15][CH2:16][CH2:17][C@H:8]23)[CH2:3][CH2:2]1.[CH:18]1([CH2:21][O:22][CH2:23][CH:24]2[CH2:29][CH2:28][C:27](=O)[CH2:26][CH2:25]2)[CH2:20][CH2:19]1, predict the reaction product. The product is: [CH:18]1([CH2:21][O:22][CH2:23][CH:24]2[CH2:25][CH2:26][CH:27]([N:1]3[CH2:2][CH2:3][CH:4]([N:7]4[C:12](=[O:13])[CH2:11][O:10][C@H:9]5[CH2:14][CH2:15][CH2:16][CH2:17][C@H:8]45)[CH2:5][CH2:6]3)[CH2:28][CH2:29]2)[CH2:19][CH2:20]1. (3) Given the reactants [CH2:1]([O:3][C:4]([N:6]1[CH2:11][CH2:10][N:9]([C:12](=[O:39])[C@@H:13]([NH:23][C:24]([C:26]2[CH:31]=[C:30](Cl)[N:29]=[C:28]([C:33]3[CH:38]=[CH:37][CH:36]=[CH:35][CH:34]=3)[N:27]=2)=[O:25])[CH2:14][CH2:15][C:16]([O:18][C:19]([CH3:22])([CH3:21])[CH3:20])=[O:17])[CH2:8][CH2:7]1)=[O:5])[CH3:2].[C:40]([C:43]1[CH:44]=[C:45](B(O)O)[CH:46]=[CH:47][CH:48]=1)([OH:42])=[O:41], predict the reaction product. The product is: [CH2:1]([O:3][C:4]([N:6]1[CH2:11][CH2:10][N:9]([C:12](=[O:39])[C@@H:13]([NH:23][C:24]([C:26]2[CH:31]=[C:30]([C:47]3[CH:46]=[CH:45][CH:44]=[C:43]([C:40]([OH:42])=[O:41])[CH:48]=3)[N:29]=[C:28]([C:33]3[CH:38]=[CH:37][CH:36]=[CH:35][CH:34]=3)[N:27]=2)=[O:25])[CH2:14][CH2:15][C:16]([O:18][C:19]([CH3:22])([CH3:21])[CH3:20])=[O:17])[CH2:8][CH2:7]1)=[O:5])[CH3:2]. (4) The product is: [CH2:5]([C:4]1[N:22]([C:16]2[CH:17]=[CH:18][CH:19]=[C:20]([Cl:21])[C:15]=2[Cl:14])[N:23]=[CH:1][N:3]=1)[C:6]1[CH:11]=[CH:10][CH:9]=[CH:8][CH:7]=1. Given the reactants [CH:1]([NH:3][C:4](=O)[CH2:5][C:6]1[CH:11]=[CH:10][CH:9]=[CH:8][CH:7]=1)=O.Cl.[Cl:14][C:15]1[C:20]([Cl:21])=[CH:19][CH:18]=[CH:17][C:16]=1[NH:22][NH2:23], predict the reaction product.